Dataset: Full USPTO retrosynthesis dataset with 1.9M reactions from patents (1976-2016). Task: Predict the reactants needed to synthesize the given product. (1) Given the product [CH3:9][O:10][C:11]1[CH:12]=[C:13]([S:19]([N:3]2[CH2:4][C@@H:5]([CH3:8])[N:6]([S:19]([C:13]3[CH:14]=[CH:15][C:16]([O:17][CH3:18])=[C:11]([O:10][CH3:9])[CH:12]=3)(=[O:21])=[O:20])[CH2:7][C@@H:2]2[CH3:1])(=[O:21])=[O:20])[CH:14]=[CH:15][C:16]=1[O:17][CH3:18], predict the reactants needed to synthesize it. The reactants are: [CH3:1][C@H:2]1[CH2:7][NH:6][C@H:5]([CH3:8])[CH2:4][NH:3]1.[CH3:9][O:10][C:11]1[CH:12]=[C:13]([S:19](Cl)(=[O:21])=[O:20])[CH:14]=[CH:15][C:16]=1[O:17][CH3:18]. (2) Given the product [C:12]([C:9]1[CH:10]=[CH:11][CH:6]=[C:7]([C:16]([CH3:19])([CH3:18])[CH3:17])[CH:8]=1)([CH3:15])([CH3:14])[CH3:13], predict the reactants needed to synthesize it. The reactants are: CS(O[C:6]1[CH:11]=[CH:10][C:9]([C:12]([CH3:15])([CH3:14])[CH3:13])=[CH:8][C:7]=1[C:16]([CH3:19])([CH3:18])[CH3:17])(=O)=O.C(O)=O.C(=O)([O-])[O-].[Li+].[Li+].CO.